From a dataset of Full USPTO retrosynthesis dataset with 1.9M reactions from patents (1976-2016). Predict the reactants needed to synthesize the given product. Given the product [C:1]([O:5][C:6]([N:8]1[CH2:12][CH2:11][CH2:10][CH:9]1[CH:13]=[CH:14][C:15]([OH:17])=[O:16])=[O:7])([CH3:4])([CH3:2])[CH3:3], predict the reactants needed to synthesize it. The reactants are: [C:1]([O:5][C:6]([N:8]1[CH2:12][CH2:11][CH2:10][CH:9]1[CH:13]=[CH:14][C:15]([O:17]CC)=[O:16])=[O:7])([CH3:4])([CH3:3])[CH3:2].O[Li].O.